Task: Predict the reactants needed to synthesize the given product.. Dataset: Full USPTO retrosynthesis dataset with 1.9M reactions from patents (1976-2016) Given the product [C:19]([C:16]1[CH:17]=[CH:18][C:13]([NH:12][C:11]2[C:6]([C:4]([OH:5])=[O:3])=[CH:7][N:8]([CH3:23])[C:9](=[O:22])[CH:10]=2)=[C:14]([F:21])[CH:15]=1)#[CH:20], predict the reactants needed to synthesize it. The reactants are: C([O:3][C:4]([C:6]1[C:11]([NH:12][C:13]2[CH:18]=[CH:17][C:16]([C:19]#[CH:20])=[CH:15][C:14]=2[F:21])=[CH:10][C:9](=[O:22])[N:8]([CH3:23])[CH:7]=1)=[O:5])C.[OH-].[Na+].